Dataset: Reaction yield outcomes from USPTO patents with 853,638 reactions. Task: Predict the reaction yield, written as a fraction of the theoretical maximum amount of product (1.0 means a 100% yield; for example, 0.34 means a 34% yield). (1) The reactants are C([O:3][C:4]([C:6]1[S:24][C:9]2[N:10]=[C:11]([S:22][CH3:23])[N:12]=[C:13]([C:14]3[CH:19]=[CH:18][C:17]([F:20])=[C:16]([CH3:21])[CH:15]=3)[C:8]=2[C:7]=1[NH2:25])=[O:5])C.[Li+].[OH-]. The catalyst is O.C1COCC1. The product is [NH2:25][C:7]1[C:8]2[C:13]([C:14]3[CH:19]=[CH:18][C:17]([F:20])=[C:16]([CH3:21])[CH:15]=3)=[N:12][C:11]([S:22][CH3:23])=[N:10][C:9]=2[S:24][C:6]=1[C:4]([OH:5])=[O:3]. The yield is 0.880. (2) The reactants are [F:1][C:2]1[CH:7]=[CH:6][C:5]([N:8]2[CH2:13][CH2:12][NH:11][CH2:10][CH2:9]2)=[CH:4][CH:3]=1.C(N(CC)CC)C.Cl[C:22]([O:24][C:25]1[CH:30]=[CH:29][C:28]([N+:31]([O-:33])=[O:32])=[CH:27][CH:26]=1)=[O:23]. The catalyst is C1COCC1. The product is [N+:31]([C:28]1[CH:27]=[CH:26][C:25]([O:24][C:22]([N:11]2[CH2:12][CH2:13][N:8]([C:5]3[CH:4]=[CH:3][C:2]([F:1])=[CH:7][CH:6]=3)[CH2:9][CH2:10]2)=[O:23])=[CH:30][CH:29]=1)([O-:33])=[O:32]. The yield is 0.670.